Predict the product of the given reaction. From a dataset of Forward reaction prediction with 1.9M reactions from USPTO patents (1976-2016). (1) Given the reactants [CH3:1][O:2][C:3]1[CH:8]=[CH:7][C:6]([NH2:9])=[CH:5][C:4]=1[O:10][CH2:11][CH2:12][C:13]1[CH:22]=[CH:21][C:20]2[C:15](=[CH:16][CH:17]=[CH:18][CH:19]=2)C=1.[C:23]1([CH:29]([C:33]2[CH:38]=[CH:37][CH:36]=[CH:35][CH:34]=2)[C:30](Cl)=[O:31])[CH:28]=[CH:27][CH:26]=[CH:25][CH:24]=1.C(N(CC)CC)C, predict the reaction product. The product is: [CH3:1][O:2][C:3]1[CH:8]=[CH:7][C:6]([NH:9][C:30](=[O:31])[CH:29]([C:23]2[CH:28]=[CH:27][CH:26]=[CH:25][CH:24]=2)[C:33]2[CH:38]=[CH:37][CH:36]=[CH:35][CH:34]=2)=[CH:5][C:4]=1[O:10][CH2:11][C:12]1[C:19]2[C:20](=[CH:15][CH:16]=[CH:17][CH:18]=2)[CH:21]=[CH:22][CH:13]=1. (2) Given the reactants C[O:2][C:3](=[O:32])[CH:4]([C:6]1[C:14]2[C:9](=[CH:10][CH:11]=[CH:12][CH:13]=2)[NH:8][C:7]=1[C:15]1[CH:20]=[CH:19][C:18]([Cl:21])=[C:17]([S:22](=[O:31])(=[O:30])[NH:23][CH:24]2[CH2:29][CH2:28][CH2:27][CH2:26][CH2:25]2)[CH:16]=1)[CH3:5].O.[OH-].[Li+].CCOC(C)=O, predict the reaction product. The product is: [Cl:21][C:18]1[CH:19]=[CH:20][C:15]([C:7]2[NH:8][C:9]3[C:14]([C:6]=2[CH:4]([CH3:5])[C:3]([OH:32])=[O:2])=[CH:13][CH:12]=[CH:11][CH:10]=3)=[CH:16][C:17]=1[S:22](=[O:31])(=[O:30])[NH:23][CH:24]1[CH2:25][CH2:26][CH2:27][CH2:28][CH2:29]1. (3) Given the reactants [F:1][C:2]1[CH:21]=[CH:20][CH:19]=[CH:18][C:3]=1[CH2:4][N:5]1[C:9]2=[N:10][CH:11]=[CH:12][CH:13]=[C:8]2[C:7]([C:14](=[NH:17])[NH:15][NH2:16])=[N:6]1.[F:22][C:23]([CH3:36])([C:29](=O)[C:30](OCC)=[O:31])[C:24]([O:26][CH2:27][CH3:28])=[O:25], predict the reaction product. The product is: [F:22][C:23]([C:29]1[N:16]=[N:15][C:14]([C:7]2[C:8]3[C:9](=[N:10][CH:11]=[CH:12][CH:13]=3)[N:5]([CH2:4][C:3]3[CH:18]=[CH:19][CH:20]=[CH:21][C:2]=3[F:1])[N:6]=2)=[N:17][C:30]=1[OH:31])([CH3:36])[C:24]([O:26][CH2:27][CH3:28])=[O:25]. (4) Given the reactants [F:1][C:2]1[C:3]([C:10]([O-])=[O:11])=[N:4][CH:5]=[C:6]([O:8][CH3:9])[CH:7]=1.C1(C)C=CC=CC=1.C1COCC1.CC(C[AlH]CC(C)C)C, predict the reaction product. The product is: [F:1][C:2]1[C:3]([CH2:10][OH:11])=[N:4][CH:5]=[C:6]([O:8][CH3:9])[CH:7]=1. (5) Given the reactants [CH3:1][O:2][C:3]([C:5]1[C:9]2[N:10]=[CH:11][N:12](COCC[Si](C)(C)C)[C:13](=[O:14])[C:8]=2[N:7](COCC[Si](C)(C)C)[C:6]=1[Cl:31])=[O:4].C(O)(C(F)(F)F)=O, predict the reaction product. The product is: [CH3:1][O:2][C:3]([C:5]1[C:9]2[N:10]=[CH:11][NH:12][C:13](=[O:14])[C:8]=2[NH:7][C:6]=1[Cl:31])=[O:4]. (6) Given the reactants [C:1]([O:5][C:6](=[O:17])[NH:7][C@H:8]([C:11]1[CH:16]=[CH:15][CH:14]=[CH:13][CH:12]=1)[CH2:9][NH2:10])([CH3:4])([CH3:3])[CH3:2].[CH3:18][CH:19]([CH3:22])[CH:20]=O, predict the reaction product. The product is: [C:1]([O:5][C:6](=[O:17])[NH:7][C@H:8]([C:11]1[CH:12]=[CH:13][CH:14]=[CH:15][CH:16]=1)[CH2:9][NH:10][CH2:18][CH:19]([CH3:22])[CH3:20])([CH3:4])([CH3:2])[CH3:3]. (7) Given the reactants [CH2:1]([NH:3][C:4]([NH:6][C:7]1[S:8][C:9]([C:13]2[CH:18]=[CH:17][CH:16]=[C:15]([N+:19]([O-])=O)[CH:14]=2)=[C:10]([CH3:12])[N:11]=1)=[O:5])[CH3:2], predict the reaction product. The product is: [NH2:19][C:15]1[CH:14]=[C:13]([C:9]2[S:8][C:7]([NH:6][C:4]([NH:3][CH2:1][CH3:2])=[O:5])=[N:11][C:10]=2[CH3:12])[CH:18]=[CH:17][CH:16]=1.